From a dataset of Catalyst prediction with 721,799 reactions and 888 catalyst types from USPTO. Predict which catalyst facilitates the given reaction. (1) Reactant: [F:1][C:2]1[C:3]2[CH:4]=[C:5]3[C:14]4[N:15]=[C:16]([C:19]5[C:20]([N:39]([CH3:44])[S:40]([CH3:43])(=[O:42])=[O:41])=[CH:21][C:22]6[O:26][C:25]([C:27]7[CH:32]=[CH:31][C:30]([F:33])=[CH:29][CH:28]=7)=[C:24]([C:34](=[O:37])[NH:35][CH3:36])[C:23]=6[CH:38]=5)[CH:17]=[CH:18][C:13]=4[N:12]=[C:11]([CH2:45][C:46](OC)=[O:47])[N:6]3[C:7]=2[CH:8]=[CH:9][CH:10]=1.[BH4-].[Na+]. Product: [F:1][C:2]1[C:3]2[CH:4]=[C:5]3[C:14]4[N:15]=[C:16]([C:19]5[C:20]([N:39]([CH3:44])[S:40]([CH3:43])(=[O:42])=[O:41])=[CH:21][C:22]6[O:26][C:25]([C:27]7[CH:32]=[CH:31][C:30]([F:33])=[CH:29][CH:28]=7)=[C:24]([C:34]([NH:35][CH3:36])=[O:37])[C:23]=6[CH:38]=5)[CH:17]=[CH:18][C:13]=4[NH:12][CH:11]([CH2:45][CH2:46][OH:47])[N:6]3[C:7]=2[CH:8]=[CH:9][CH:10]=1. The catalyst class is: 1. (2) Reactant: C[O:2][C:3](=[O:21])[C:4]1[CH:9]=[C:8]([S:10](=[O:14])(=[O:13])[NH:11][CH3:12])[CH:7]=[CH:6][C:5]=1[O:15][CH2:16][C:17]([F:20])([F:19])[F:18].[OH-].[Na+]. Product: [CH3:12][NH:11][S:10]([C:8]1[CH:7]=[CH:6][C:5]([O:15][CH2:16][C:17]([F:19])([F:18])[F:20])=[C:4]([CH:9]=1)[C:3]([OH:21])=[O:2])(=[O:13])=[O:14]. The catalyst class is: 1. (3) Reactant: [CH3:1][O:2][C:3]1[CH:8]=[CH:7][C:6]([C@@H:9]2[C@@H:14]([O:15][CH2:16][C:17]3[CH:18]=[CH:19][C:20]4[O:25][CH2:24][CH2:23][N:22]([CH2:26][CH2:27][CH2:28][O:29][CH3:30])[C:21]=4[CH:31]=3)[CH2:13][N:12]([S:32]([C:35]3[CH:40]=[CH:39][C:38]([CH3:41])=[CH:37][CH:36]=3)(=[O:34])=[O:33])[C@@H:11]([CH2:42][C:43]([CH3:46])([OH:45])[CH3:44])[CH2:10]2)=[CH:5][CH:4]=1.[H-].[K+].[CH3:49][N:50]([CH3:54])[C:51](Cl)=[O:52].O. Product: [CH3:1][O:2][C:3]1[CH:8]=[CH:7][C:6]([C@@H:9]2[C@@H:14]([O:15][CH2:16][C:17]3[CH:18]=[CH:19][C:20]4[O:25][CH2:24][CH2:23][N:22]([CH2:26][CH2:27][CH2:28][O:29][CH3:30])[C:21]=4[CH:31]=3)[CH2:13][N:12]([S:32]([C:35]3[CH:40]=[CH:39][C:38]([CH3:41])=[CH:37][CH:36]=3)(=[O:34])=[O:33])[C@@H:11]([CH2:42][C:43]([O:45][C:51](=[O:52])[N:50]([CH3:54])[CH3:49])([CH3:46])[CH3:44])[CH2:10]2)=[CH:5][CH:4]=1. The catalyst class is: 7. (4) Reactant: [C:1]([NH:4][C:5]1[CH:10]=[C:9]([C:11]2[O:12][C:13]([C:17]([O:19]CC)=[O:18])=[C:14](I)[N:15]=2)[C:8]([CH3:22])=[CH:7][N:6]=1)(=[O:3])[CH3:2].[Cl:23][C:24]1[CH:29]=[CH:28][CH:27]=[CH:26][C:25]=1B(O)O.C(=O)([O-])[O-].[Cs+].[Cs+]. Product: [C:1]([NH:4][C:5]1[CH:10]=[C:9]([C:11]2[O:12][C:13]([C:17]([OH:19])=[O:18])=[C:14]([C:25]3[CH:26]=[CH:27][CH:28]=[CH:29][C:24]=3[Cl:23])[N:15]=2)[C:8]([CH3:22])=[CH:7][N:6]=1)(=[O:3])[CH3:2]. The catalyst class is: 70. (5) Reactant: [C:1]([NH:8][C@:9]([CH2:33]C)([CH2:12][CH2:13][C:14]1[CH:19]=[CH:18][C:17]([O:20][CH2:21][CH2:22][CH2:23][CH2:24][C:25]2[CH:30]=[CH:29][CH:28]=[CH:27][CH:26]=2)=[C:16]([O:31][CH3:32])[CH:15]=1)[CH2:10][OH:11])([O:3][C:4]([CH3:7])([CH3:6])[CH3:5])=[O:2].C(N(CC)[P:38]1[O:44][CH2:43][C:42]2[CH:45]=[CH:46][CH:47]=[CH:48][C:41]=2[CH2:40][O:39]1)C.N1C=NN=N1.[OH:56]O. Product: [C:4]([O:3][C:1](=[O:2])[NH:8][C@@:9]([CH3:33])([CH2:10][O:11][P:38]1(=[O:56])[O:39][CH2:40][C:41]2[CH:48]=[CH:47][CH:46]=[CH:45][C:42]=2[CH2:43][O:44]1)[CH2:12][CH2:13][C:14]1[CH:19]=[CH:18][C:17]([O:20][CH2:21][CH2:22][CH2:23][CH2:24][C:25]2[CH:30]=[CH:29][CH:28]=[CH:27][CH:26]=2)=[C:16]([O:31][CH3:32])[CH:15]=1)([CH3:7])([CH3:6])[CH3:5]. The catalyst class is: 1. (6) Reactant: [CH3:1][O:2][C:3](=[O:11])[C:4]1[CH:9]=[CH:8][N:7]=[C:6]([NH2:10])[CH:5]=1.C1C(=O)N([Br:19])C(=O)C1. Product: [CH3:1][O:2][C:3](=[O:11])[C:4]1[C:9]([Br:19])=[CH:8][N:7]=[C:6]([NH2:10])[CH:5]=1. The catalyst class is: 31. (7) Reactant: C([N:8]1[CH2:18][CH2:17][N:16]2[C@@H:10]([CH2:11][CH2:12][O:13][C:14]3[C:22]([Br:23])=[CH:21][CH:20]=[CH:19][C:15]=32)[CH2:9]1)C1C=CC=CC=1.C(Cl)(=O)OCCCl.CO. Product: [Br:23][C:22]1[C:14]2[O:13][CH2:12][CH2:11][C@H:10]3[CH2:9][NH:8][CH2:18][CH2:17][N:16]3[C:15]=2[CH:19]=[CH:20][CH:21]=1. The catalyst class is: 68. (8) Reactant: [C:1]([OH:6])#[C:2][CH2:3][CH2:4][CH3:5].[Si:7](Cl)([C:20]([CH3:23])([CH3:22])[CH3:21])([C:14]1[CH:19]=[CH:18][CH:17]=[CH:16][CH:15]=1)[C:8]1[CH:13]=[CH:12][CH:11]=[CH:10][CH:9]=1.CCN(CC)CC.C([O-])([O-])=O.[K+].[K+]. Product: [C:20]([Si:7]([O:6][CH2:1][CH2:2][CH2:3][C:4]#[CH:5])([C:14]1[CH:19]=[CH:18][CH:17]=[CH:16][CH:15]=1)[C:8]1[CH:9]=[CH:10][CH:11]=[CH:12][CH:13]=1)([CH3:23])([CH3:21])[CH3:22]. The catalyst class is: 2. (9) Reactant: [OH-].[Na+].[CH2:3]([O:14][C:15]1[CH:16]=[C:17]([CH:22]=[CH:23][CH:24]=1)[C:18]([O:20]C)=[O:19])[CH2:4][CH2:5][CH2:6][CH2:7][CH2:8][CH2:9][CH2:10][CH2:11][CH2:12][CH3:13]. Product: [CH2:3]([O:14][C:15]1[CH:16]=[C:17]([CH:22]=[CH:23][CH:24]=1)[C:18]([OH:20])=[O:19])[CH2:4][CH2:5][CH2:6][CH2:7][CH2:8][CH2:9][CH2:10][CH2:11][CH2:12][CH3:13]. The catalyst class is: 5.